Task: Predict the reactants needed to synthesize the given product.. Dataset: Full USPTO retrosynthesis dataset with 1.9M reactions from patents (1976-2016) Given the product [CH2:35]([O:28][CH:16]1[CH:15]([C:12]2[CH:11]=[CH:10][C:9]([O:8][CH2:7][CH2:6][CH2:5][O:4][C:3]3[CH:29]=[CH:30][CH:31]=[CH:32][C:2]=3[Cl:1])=[CH:14][CH:13]=2)[CH2:20][CH2:19][N:18]([C:21]([O:23][C:24]([CH3:27])([CH3:26])[CH3:25])=[O:22])[CH2:17]1)[CH:34]=[CH2:33], predict the reactants needed to synthesize it. The reactants are: [Cl:1][C:2]1[CH:32]=[CH:31][CH:30]=[CH:29][C:3]=1[O:4][CH2:5][CH2:6][CH2:7][O:8][C:9]1[CH:14]=[CH:13][C:12]([CH:15]2[CH2:20][CH2:19][N:18]([C:21]([O:23][C:24]([CH3:27])([CH3:26])[CH3:25])=[O:22])[CH2:17][CH:16]2[OH:28])=[CH:11][CH:10]=1.[CH2:33](Br)[CH:34]=[CH2:35].